This data is from Plasma protein binding rate (PPBR) regression data from AstraZeneca. The task is: Regression/Classification. Given a drug SMILES string, predict its absorption, distribution, metabolism, or excretion properties. Task type varies by dataset: regression for continuous measurements (e.g., permeability, clearance, half-life) or binary classification for categorical outcomes (e.g., BBB penetration, CYP inhibition). For this dataset (ppbr_az), we predict Y. (1) The compound is Cc1c(Cl)ccc(OC2CCN(C3CCN(C(=O)NS(=O)(=O)c4ccc(N(C)C)cc4)CC3)CC2)c1Cl. The Y is 97.8 %. (2) The compound is Cc1ccsc1C(=CCCN1CCC[C@@H](C(=O)O)C1)c1sccc1C. The Y is 94.9 %. (3) The molecule is O=c1cc(N2CCOCC2)nc(NCc2cccc(Cl)c2)[nH]1. The Y is 93.0 %. (4) The compound is CNC1(c2ccccc2Cl)CCCCC1=O. The Y is 42.0 %. (5) The Y is 93.7 %. The compound is COc1cc2nnc(C(N)=O)c(Nc3ccc(C)cc3F)c2cc1N1CCN(C)CC1. (6) The drug is CCOC(=O)c1cnc2c(N)cccc2c1O. The Y is 79.9 %.